From a dataset of Merck oncology drug combination screen with 23,052 pairs across 39 cell lines. Regression. Given two drug SMILES strings and cell line genomic features, predict the synergy score measuring deviation from expected non-interaction effect. (1) Drug 1: CCC1=CC2CN(C1)Cc1c([nH]c3ccccc13)C(C(=O)OC)(c1cc3c(cc1OC)N(C)C1C(O)(C(=O)OC)C(OC(C)=O)C4(CC)C=CCN5CCC31C54)C2. Drug 2: NC(=O)c1cccc2cn(-c3ccc(C4CCCNC4)cc3)nc12. Cell line: HCT116. Synergy scores: synergy=-27.5. (2) Drug 1: N#Cc1ccc(Cn2cncc2CN2CCN(c3cccc(Cl)c3)C(=O)C2)cc1. Drug 2: Cc1nc(Nc2ncc(C(=O)Nc3c(C)cccc3Cl)s2)cc(N2CCN(CCO)CC2)n1. Cell line: LOVO. Synergy scores: synergy=46.9. (3) Synergy scores: synergy=-11.6. Drug 1: COC12C(COC(N)=O)C3=C(C(=O)C(C)=C(N)C3=O)N1CC1NC12. Cell line: COLO320DM. Drug 2: C#Cc1cccc(Nc2ncnc3cc(OCCOC)c(OCCOC)cc23)c1. (4) Drug 1: N.N.O=C(O)C1(C(=O)O)CCC1.[Pt]. Cell line: NCIH1650. Drug 2: O=C(NOCC(O)CO)c1ccc(F)c(F)c1Nc1ccc(I)cc1F. Synergy scores: synergy=4.20. (5) Drug 1: COc1cccc2c1C(=O)c1c(O)c3c(c(O)c1C2=O)CC(O)(C(=O)CO)CC3OC1CC(N)C(O)C(C)O1. Drug 2: NC1(c2ccc(-c3nc4ccn5c(=O)[nH]nc5c4cc3-c3ccccc3)cc2)CCC1. Cell line: SW620. Synergy scores: synergy=18.7. (6) Drug 1: COC1=C2CC(C)CC(OC)C(O)C(C)C=C(C)C(OC(N)=O)C(OC)C=CC=C(C)C(=O)NC(=CC1=O)C2=O. Drug 2: CCc1c2c(nc3ccc(O)cc13)-c1cc3c(c(=O)n1C2)COC(=O)C3(O)CC. Cell line: A2058. Synergy scores: synergy=19.0. (7) Drug 1: N#Cc1ccc(Cn2cncc2CN2CCN(c3cccc(Cl)c3)C(=O)C2)cc1. Drug 2: CNC(=O)c1cc(Oc2ccc(NC(=O)Nc3ccc(Cl)c(C(F)(F)F)c3)cc2)ccn1. Cell line: RKO. Synergy scores: synergy=18.0. (8) Drug 1: O=S1(=O)NC2(CN1CC(F)(F)F)C1CCC2Cc2cc(C=CCN3CCC(C(F)(F)F)CC3)ccc2C1. Drug 2: CC1(c2nc3c(C(N)=O)cccc3[nH]2)CCCN1. Cell line: MSTO. Synergy scores: synergy=1.23. (9) Drug 1: O=P1(N(CCCl)CCCl)NCCCO1. Drug 2: Cn1cc(-c2cnn3c(N)c(Br)c(C4CCCNC4)nc23)cn1. Cell line: ES2. Synergy scores: synergy=3.58.